Dataset: Full USPTO retrosynthesis dataset with 1.9M reactions from patents (1976-2016). Task: Predict the reactants needed to synthesize the given product. Given the product [CH:24]1([O:10][C:5]2[CH:6]=[C:7]([C:2]([F:1])=[CH:3][C:4]=2[O:11][CH3:12])[CH:8]=[O:9])[CH2:28][CH2:27][CH2:26][CH2:25]1, predict the reactants needed to synthesize it. The reactants are: [F:1][C:2]1[C:7]([CH:8]=[O:9])=[CH:6][C:5]([OH:10])=[C:4]([O:11][CH3:12])[CH:3]=1.C(=O)([O-])[O-].[K+].[K+].CN(C)C=O.[CH:24]1(Br)[CH2:28][CH2:27][CH2:26][CH2:25]1.